The task is: Predict the reactants needed to synthesize the given product.. This data is from Full USPTO retrosynthesis dataset with 1.9M reactions from patents (1976-2016). Given the product [C:1]([O:5][C:6]([C:7]1[C:13](=[O:35])[NH:14][C:21]([C:20]2[CH:24]=[C:25]([F:26])[C:17]([Cl:16])=[CH:18][C:19]=2[F:27])=[N:23][C:8]=1[S:11][CH3:12])=[O:15])([CH3:2])([CH3:3])[CH3:4], predict the reactants needed to synthesize it. The reactants are: [C:1]([O:5][C:6](=[O:15])[C:7]([C:13]#[N:14])=[C:8]([S:11][CH3:12])SC)([CH3:4])([CH3:3])[CH3:2].[Cl:16][C:17]1[C:25]([F:26])=[CH:24][C:20]([C:21]([NH2:23])=O)=[C:19]([F:27])[CH:18]=1.[H-].[Na+].Cl.CN(C=[O:35])C.